This data is from Reaction yield outcomes from USPTO patents with 853,638 reactions. The task is: Predict the reaction yield, written as a fraction of the theoretical maximum amount of product (1.0 means a 100% yield; for example, 0.34 means a 34% yield). (1) The reactants are [CH2:1](P(=O)([O-])OCC)[C:2]1[CH:7]=[CH:6][CH:5]=[CH:4][CH:3]=1.CC(C1C=C[C:20]([Br:23])=[CH:19][CH:18]=1)=O.[CH3:24]S(C)=O.[CH3:28][C:29]([CH3:32])([O-])[CH3:30].[K+]. The catalyst is C(OCC)(=O)C.O. The product is [Br:23][C:20]1[CH:28]=[C:29]([C:32]([CH3:24])=[CH:1][C:2]2[CH:3]=[CH:4][CH:5]=[CH:6][CH:7]=2)[CH:30]=[CH:18][CH:19]=1. The yield is 0.880. (2) The reactants are [CH2:1]([NH2:8])[CH2:2][CH2:3][CH2:4][CH2:5][CH:6]=[CH2:7].[CH3:9][O:10][C:11]1[CH:12]=[CH:13][C:14]([CH:17]=O)=[CH:15][CH:16]=1.[BH4-].[Na+]. No catalyst specified. The product is [CH2:1]([NH:8][CH2:17][C:14]1[CH:13]=[CH:12][C:11]([O:10][CH3:9])=[CH:16][CH:15]=1)[CH2:2][CH2:3][CH2:4][CH2:5][CH:6]=[CH2:7]. The yield is 0.340. (3) The reactants are [Br:1][C:2]1[C:3]([N:28]2[CH2:33][CH2:32][CH2:31][C@@H:30]([NH:34]C(=O)OC(C)(C)C)[CH2:29]2)=[C:4]2[C:10]([NH:11][C:12]([C:14]3[CH:15]=[N:16][N:17](CC4C=CC(OC)=CC=4)[CH:18]=3)=[O:13])=[CH:9][NH:8][C:5]2=[N:6][CH:7]=1.C(O)(C(F)(F)F)=O.C(Cl)[Cl:50]. No catalyst specified. The product is [ClH:50].[NH2:34][C@@H:30]1[CH2:31][CH2:32][CH2:33][N:28]([C:3]2[C:2]([Br:1])=[CH:7][N:6]=[C:5]3[NH:8][CH:9]=[C:10]([NH:11][C:12]([C:14]4[CH:18]=[N:17][NH:16][CH:15]=4)=[O:13])[C:4]=23)[CH2:29]1. The yield is 0.500. (4) The reactants are [H-].[Na+].[C:3]1([CH2:13][C:14]#[N:15])[C:12]2[C:7](=[CH:8][CH:9]=[CH:10][CH:11]=2)[CH:6]=[CH:5][CH:4]=1.Br[CH2:17][CH2:18][CH2:19][CH2:20]Br.C(OCC)(=O)C. The catalyst is CS(C)=O.CCCCCC. The product is [C:3]1([C:13]2([C:14]#[N:15])[CH2:20][CH2:19][CH2:18][CH2:17]2)[C:12]2[C:7](=[CH:8][CH:9]=[CH:10][CH:11]=2)[CH:6]=[CH:5][CH:4]=1. The yield is 0.630. (5) The reactants are [CH2:1]([O:5][C:6]1[N:14]=[C:13]2[C:9]([NH:10][C:11]([O:15][CH3:16])=[N:12]2)=[C:8]([NH2:17])[N:7]=1)[CH2:2][CH2:3][CH3:4].C(=O)([O-])[O-].[K+].[K+].[Br:24][CH2:25][CH2:26][CH2:27][CH2:28][CH2:29]Br. The catalyst is CN(C=O)C. The product is [Br:24][CH2:25][CH2:26][CH2:27][CH2:28][CH2:29][N:12]1[C:11]([O:15][CH3:16])=[N:10][C:9]2[C:13]1=[N:14][C:6]([O:5][CH2:1][CH2:2][CH2:3][CH3:4])=[N:7][C:8]=2[NH2:17]. The yield is 0.520. (6) The reactants are [F:1][C:2]1[CH:3]=[C:4]2[C:9](=[CH:10][C:11]=1[F:12])[NH:8][C:7]1[N:13]([C:17]3[CH:22]=[CH:21][CH:20]=[CH:19][N:18]=3)[N:14]=[C:15]([CH3:16])[C:6]=1[C:5]2=[O:23].I[CH2:25][CH2:26][CH3:27]. No catalyst specified. The product is [F:1][C:2]1[CH:3]=[C:4]2[C:9](=[CH:10][C:11]=1[F:12])[N:8]=[C:7]1[N:13]([C:17]3[CH:22]=[CH:21][CH:20]=[CH:19][N:18]=3)[N:14]=[C:15]([CH3:16])[C:6]1=[C:5]2[O:23][CH2:25][CH2:26][CH3:27]. The yield is 0.270.